From a dataset of Retrosynthesis with 50K atom-mapped reactions and 10 reaction types from USPTO. Predict the reactants needed to synthesize the given product. (1) The reactants are: CCOC(=O)c1cccc(-c2ccc(CBr)cc2)c1. Given the product CCOC(=O)c1ccccc1-c1cccc(CBr)c1, predict the reactants needed to synthesize it. (2) The reactants are: O=C(Nc1cccc(F)c1)N1CCN(c2nc3ccccc3nc2Cl)C(c2ccccc2)C1. Given the product O=C(Nc1cccc(F)c1)N1CCN(c2cnc3ccccc3n2)C(c2ccccc2)C1, predict the reactants needed to synthesize it. (3) Given the product CN(C)C(=O)C(Cc1cccc(Oc2cccc(C#N)c2)c1)NC(=O)OC(C)(C)C, predict the reactants needed to synthesize it. The reactants are: CN(C)C(=O)C(Cc1cccc(O)c1)NC(=O)OC(C)(C)C.N#Cc1cccc(B(O)O)c1. (4) The reactants are: O=C(OCc1ccccc1)N(CCC(=O)N(CCNCCc1ccc(O)c2[nH]c(=O)sc12)C1CCCCC1)CCc1cccc(F)c1. Given the product O=C(CCNCCc1cccc(F)c1)N(CCNCCc1ccc(O)c2[nH]c(=O)sc12)C1CCCCC1, predict the reactants needed to synthesize it. (5) Given the product CCC(C)Oc1cc(Cl)ccc1CO, predict the reactants needed to synthesize it. The reactants are: CCC(C)Br.OCc1ccc(Cl)cc1O. (6) Given the product C=C(C(=O)NCC(=O)OCC)[C@@H](O)c1ccccc1, predict the reactants needed to synthesize it. The reactants are: C=C(C(=O)O)[C@@H](O)c1ccccc1.CCOC(=O)CN. (7) Given the product Cc1ccc(S(=O)(=O)OC(CCCO[Si](c2ccccc2)(c2ccccc2)C(C)(C)C)C(C)C)cc1, predict the reactants needed to synthesize it. The reactants are: CC(C)C(O)CCCO[Si](c1ccccc1)(c1ccccc1)C(C)(C)C.Cc1ccc(S(=O)(=O)Cl)cc1. (8) Given the product CC(=O)N1CCc2ccc(NC(=O)C(F)(F)F)cc2C1, predict the reactants needed to synthesize it. The reactants are: CC(=O)N1CCc2ccc(N)cc2C1.O=C(OC(=O)C(F)(F)F)C(F)(F)F. (9) Given the product O=C(c1cccc(O)c1F)c1c[nH]c2ncc(-c3ccccc3)cc12, predict the reactants needed to synthesize it. The reactants are: O=C(c1cccc(O)c1F)c1c[nH]c2ncc(Br)cc12.OB(O)c1ccccc1. (10) Given the product CC(C)(C)OC(=O)N1C[C@@H](CCc2c(F)cncc2NC(=O)[C@@H](N)[C@@H](c2ccc(F)cc2)c2cc(F)cc(F)c2)OC[C@@H]1COC(=O)NCC(F)(F)F, predict the reactants needed to synthesize it. The reactants are: CC(C)(C)OC(=O)N1C[C@@H](CCc2c(F)cncc2NC(=O)[C@@H](N=[N+]=[N-])[C@@H](c2ccc(F)cc2)c2cc(F)cc(F)c2)OC[C@@H]1COC(=O)NCC(F)(F)F.